Task: Regression/Classification. Given a drug SMILES string, predict its absorption, distribution, metabolism, or excretion properties. Task type varies by dataset: regression for continuous measurements (e.g., permeability, clearance, half-life) or binary classification for categorical outcomes (e.g., BBB penetration, CYP inhibition). Dataset: rlm.. Dataset: Rat liver microsome stability data (1) The compound is O=C(Nc1nc(-c2ccccn2)cs1)c1cccc(-n2cnnn2)c1. The result is 0 (unstable in rat liver microsomes). (2) The compound is O=C(N[C@@H](Cn1ccnc1)c1ccc(-c2ccccc2)cc1Cl)c1ccc(-c2nnc(-c3ccccc3)o2)cc1. The result is 1 (stable in rat liver microsomes). (3) The molecule is Cc1ccc(-n2nc3c(N4CCCC(C(=O)NCc5ccccc5C)C4)nnc(C)c3c2C)cc1. The result is 1 (stable in rat liver microsomes). (4) The molecule is CS(=O)(=O)c1ccc(-c2nc(C(=O)N3CCOCC3)n3ccncc23)cc1. The result is 0 (unstable in rat liver microsomes). (5) The compound is Cn1cc(NC(=O)c2ccc3cnc(N[C@@H]4CCCC[C@@H]4N)nn23)c(C(F)F)n1. The result is 1 (stable in rat liver microsomes). (6) The drug is Cc1ccccc1-c1ccc2ncn(C)c2c1CN. The result is 1 (stable in rat liver microsomes). (7) The drug is Oc1ccc(CNc2cccc(F)c2F)c2cccnc12. The result is 1 (stable in rat liver microsomes).